This data is from Full USPTO retrosynthesis dataset with 1.9M reactions from patents (1976-2016). The task is: Predict the reactants needed to synthesize the given product. (1) Given the product [C:1]1([C:7]2[N:8]([C:16]3[CH:21]=[CH:20][C:19]([C:26]4[CH:31]=[CH:30][C:29]([N:32]5[C:33]6[CH:34]=[CH:35][CH:36]=[CH:37][C:38]=6[C:39]6[C:44]5=[CH:43][CH:42]=[CH:41][CH:40]=6)=[CH:28][CH:27]=4)=[CH:18][CH:17]=3)[C:9]3[C:14]([CH:15]=2)=[CH:13][CH:12]=[CH:11][CH:10]=3)[CH:6]=[CH:5][CH:4]=[CH:3][CH:2]=1, predict the reactants needed to synthesize it. The reactants are: [C:1]1([C:7]2[N:8]([C:16]3[CH:21]=[CH:20][C:19](B(O)O)=[CH:18][CH:17]=3)[C:9]3[C:14]([CH:15]=2)=[CH:13][CH:12]=[CH:11][CH:10]=3)[CH:6]=[CH:5][CH:4]=[CH:3][CH:2]=1.Br[C:26]1[CH:31]=[CH:30][C:29]([N:32]2[C:44]3[CH:43]=[CH:42][CH:41]=[CH:40][C:39]=3[C:38]3[C:33]2=[CH:34][CH:35]=[CH:36][CH:37]=3)=[CH:28][CH:27]=1.C1(C)C=CC=CC=1.C(=O)([O-])[O-].[Na+].[Na+]. (2) The reactants are: [C:1]([C:4]1[C:8]([CH3:9])=[C:7]([C:10]2[CH:15]=[CH:14][N:13]=[CH:12][CH:11]=2)[NH:6][C:5]=1[CH3:16])(=[O:3])[CH3:2].C1C[O:20]CC1.[N+]([O-])([O-])=O.[Ce+4].[NH4+].[N+]([O-])([O-])=O.[N+]([O-])([O-])=O.[N+]([O-])([O-])=O.[N+]([O-])([O-])=O.[OH-].[Na+]. Given the product [C:1]([C:4]1[C:8]([CH3:9])=[C:7]([C:10]2[CH:15]=[CH:14][N:13]=[CH:12][CH:11]=2)[NH:6][C:5]=1[CH:16]=[O:20])(=[O:3])[CH3:2], predict the reactants needed to synthesize it. (3) The reactants are: [CH2:1]([C@H:8]([NH:21][C:22]([C@@H:24]([NH:34][C:35]([C@@H:37]([NH:39][C:40]([C:42]1[N:50]([CH3:51])[C:49]2[C:44](=[N:45][CH:46]=[CH:47][CH:48]=2)[CH:43]=1)=[O:41])[CH3:38])=[O:36])[CH2:25][C:26]1[CH:31]=[CH:30][C:29]([O:32][CH3:33])=[CH:28][CH:27]=1)=[O:23])[CH:9]([C:11](=[O:20])[NH:12][CH2:13][C:14]1[CH:19]=[CH:18][CH:17]=[CH:16][CH:15]=1)[OH:10])[C:2]1[CH:7]=[CH:6][CH:5]=[CH:4][CH:3]=1.CC(OI1(OC(C)=O)(OC(C)=O)OC(=O)C2C=CC=CC1=2)=O. Given the product [CH2:1]([C@H:8]([NH:21][C:22]([C@@H:24]([NH:34][C:35]([C@@H:37]([NH:39][C:40]([C:42]1[N:50]([CH3:51])[C:49]2[C:44](=[N:45][CH:46]=[CH:47][CH:48]=2)[CH:43]=1)=[O:41])[CH3:38])=[O:36])[CH2:25][C:26]1[CH:31]=[CH:30][C:29]([O:32][CH3:33])=[CH:28][CH:27]=1)=[O:23])[C:9]([C:11](=[O:20])[NH:12][CH2:13][C:14]1[CH:15]=[CH:16][CH:17]=[CH:18][CH:19]=1)=[O:10])[C:2]1[CH:7]=[CH:6][CH:5]=[CH:4][CH:3]=1, predict the reactants needed to synthesize it. (4) Given the product [Si:1]([O:8][CH2:9][C:10]1[CH:15]=[C:14]([O:16][CH2:17][CH3:18])[C:13]([C:26]2[CH:31]=[CH:30][C:29]([F:32])=[CH:28][N:27]=2)=[C:12]([O:22][CH2:23][CH3:24])[CH:11]=1)([C:4]([CH3:7])([CH3:6])[CH3:5])([CH3:3])[CH3:2], predict the reactants needed to synthesize it. The reactants are: [Si:1]([O:8][CH2:9][C:10]1[CH:15]=[C:14]([O:16][CH2:17][CH3:18])[C:13](B(O)O)=[C:12]([O:22][CH2:23][CH3:24])[CH:11]=1)([C:4]([CH3:7])([CH3:6])[CH3:5])([CH3:3])[CH3:2].Br[C:26]1[CH:31]=[CH:30][C:29]([F:32])=[CH:28][N:27]=1. (5) Given the product [Cl:1][C:2]1[C:32]([C:33]([F:34])([F:36])[F:35])=[CH:31][CH:30]=[CH:29][C:3]=1[CH2:4][N:5]1[C:10](=[O:11])[C:9]([C:12]([OH:14])=[O:13])=[CH:8][N:7]([C:17]2[CH:27]=[CH:26][C:20]3[N:21]([CH2:24][CH3:25])[CH:22]=[N:23][C:19]=3[CH:18]=2)[C:6]1=[O:28], predict the reactants needed to synthesize it. The reactants are: [Cl:1][C:2]1[C:32]([C:33]([F:36])([F:35])[F:34])=[CH:31][CH:30]=[CH:29][C:3]=1[CH2:4][N:5]1[C:10](=[O:11])[C:9]([C:12]([O:14]CC)=[O:13])=[CH:8][N:7]([C:17]2[CH:27]=[CH:26][C:20]3[N:21]([CH2:24][CH3:25])[CH:22]=[N:23][C:19]=3[CH:18]=2)[C:6]1=[O:28].Cl.O. (6) Given the product [CH:3]1([C:6]2[CH2:7][CH:8]([CH:14]3[CH2:19][CH2:18][N:17]([C:20]([O:22][CH2:23][C:24]4[CH:29]=[CH:28][CH:27]=[CH:26][CH:25]=4)=[O:21])[CH2:16][CH2:15]3)[C:9](=[O:10])[NH:1][N:2]=2)[CH2:5][CH2:4]1, predict the reactants needed to synthesize it. The reactants are: [NH2:1][NH2:2].[CH:3]1([C:6](=O)[CH2:7][CH:8]([CH:14]2[CH2:19][CH2:18][N:17]([C:20]([O:22][CH2:23][C:24]3[CH:29]=[CH:28][CH:27]=[CH:26][CH:25]=3)=[O:21])[CH2:16][CH2:15]2)[C:9](OCC)=[O:10])[CH2:5][CH2:4]1. (7) Given the product [F:1][C:2]1[CH:7]=[C:6]([O:8][CH3:9])[CH:5]=[C:4]2[C:3]=1[NH:10][CH:11]=[C:12]([C:13]([O:15][CH2:16][CH3:17])=[O:14])[C:18]2=[O:20], predict the reactants needed to synthesize it. The reactants are: [F:1][C:2]1[CH:7]=[C:6]([O:8][CH3:9])[CH:5]=[CH:4][C:3]=1[NH:10][CH:11]=[C:12]([C:18]([O:20]CC)=O)[C:13]([O:15][CH2:16][CH3:17])=[O:14].C1(OC2C=CC=CC=2)C=CC=CC=1. (8) Given the product [Cl:1][C:2]1[N:7]=[CH:6][C:5]([C:8]2([C:9]#[N:10])[CH2:13][CH2:12]2)=[CH:4][CH:3]=1, predict the reactants needed to synthesize it. The reactants are: [Cl:1][C:2]1[N:7]=[CH:6][C:5]([CH2:8][C:9]#[N:10])=[CH:4][CH:3]=1.Br[CH2:12][CH2:13]Cl.[OH-].[Na+].